This data is from Catalyst prediction with 721,799 reactions and 888 catalyst types from USPTO. The task is: Predict which catalyst facilitates the given reaction. (1) Reactant: N#N.Br[C:4]1[CH:9]=[CH:8][CH:7]=[C:6]([Br:10])[CH:5]=1.[Li]CCCC.[NH4+].[Cl-].C1C[O:21][CH2:20][CH2:19]1. Product: [Br:10][C:6]1[CH:5]=[C:4]([C:20](=[O:21])[CH3:19])[CH:9]=[CH:8][CH:7]=1. The catalyst class is: 81. (2) Reactant: [Si]([O:8][CH2:9][C@@H:10]1[C@H:14]2[O:15][C:16]([CH3:19])([CH3:18])[O:17][C@H:13]2[C@H:12]([N:20]2[CH:25]=[CH:24][C:23](=[O:26])[NH:22][C:21]2=[O:27])[S:11]1)(C(C)(C)C)(C)C.[F-].C([N+](CCCC)(CCCC)CCCC)CCC. Product: [OH:8][CH2:9][C@@H:10]1[C@H:14]2[O:15][C:16]([CH3:19])([CH3:18])[O:17][C@H:13]2[C@H:12]([N:20]2[CH:25]=[CH:24][C:23](=[O:26])[NH:22][C:21]2=[O:27])[S:11]1. The catalyst class is: 7. (3) Reactant: C(OC[CH2:6][O:7][C:8]1[CH:13]=[C:12]([O:14][CH3:15])[CH:11]=[CH:10][C:9]=1[C:16](=[O:37])[C:17]1[CH:22]=[CH:21][CH:20]=[C:19]([O:23][CH2:24][C:25]2[N:26]=[C:27]([C:31]3[CH:36]=[CH:35][CH:34]=[CH:33][CH:32]=3)[O:28][C:29]=2[CH3:30])[CH:18]=1)(=O)C.[O:38]1[CH2:42]CCC1.[OH2:43].[OH-].[Li+].Cl. Product: [CH3:15][O:14][C:12]1[CH:11]=[CH:10][C:9]([C:16](=[O:37])[C:17]2[CH:22]=[CH:21][CH:20]=[C:19]([O:23][CH2:24][C:25]3[N:26]=[C:27]([C:31]4[CH:36]=[CH:35][CH:34]=[CH:33][CH:32]=4)[O:28][C:29]=3[CH3:30])[CH:18]=2)=[C:8]([CH:13]=1)[O:7][CH2:6][C:42]([OH:38])=[O:43]. The catalyst class is: 97. (4) Reactant: Cl.[NH2:2][C@@H:3]([CH2:21][OH:22])[C:4]([NH:6][CH2:7][CH2:8][CH2:9][CH2:10][CH2:11][CH2:12][CH2:13][CH2:14][CH2:15][CH2:16][CH2:17][CH2:18][CH2:19][CH3:20])=[O:5].[OH-].[Na+].O[C:26]1[CH:33]=[CH:32][CH:31]=[CH:30][C:27]=1[CH:28]=[O:29]. Product: [OH:29][C:28](=[N:2][C@@H:3]([CH2:21][OH:22])[C:4]([NH:6][CH2:7][CH2:8][CH2:9][CH2:10][CH2:11][CH2:12][CH2:13][CH2:14][CH2:15][CH2:16][CH2:17][CH2:18][CH2:19][CH3:20])=[O:5])[C:27]1[CH:30]=[CH:31][CH:32]=[CH:33][CH:26]=1. The catalyst class is: 5. (5) Reactant: [F:1][C:2]1[CH:10]=[C:9]([F:11])[CH:8]=C2[C:3]=1/[C:4](=[CH:13]/[C:14]1[N:18]([CH3:19])[N:17]=[CH:16][N:15]=1)/[O:5]C2=O.C[CH2:21][O:22][C:23]([CH3:25])=[O:24]. Product: [F:1][C:2]1[C:3]([C:4](=[O:5])[CH2:13][C:14]2[N:18]([CH3:19])[N:17]=[CH:16][N:15]=2)=[C:25]([CH:8]=[C:9]([F:11])[CH:10]=1)[C:23]([O:22][CH3:21])=[O:24]. The catalyst class is: 5. (6) Reactant: Br[C:2]1[C:3]([CH3:20])=[N:4][CH:5]=[C:6]([C:18]=1[OH:19])[C:7]([NH:9][CH2:10][C:11]1[CH:16]=[CH:15][C:14]([F:17])=[CH:13][CH:12]=1)=[O:8].[CH3:21][O-:22].[Na+].CO. Product: [F:17][C:14]1[CH:15]=[CH:16][C:11]([CH2:10][NH:9][C:7](=[O:8])[C:6]2[C:18]([OH:19])=[C:2]([O:22][CH3:21])[C:3]([CH3:20])=[N:4][CH:5]=2)=[CH:12][CH:13]=1. The catalyst class is: 590. (7) Reactant: [CH3:1][C:2]([C:8]1[O:12][N:11]=[C:10]([CH2:13]O)[CH:9]=1)([O:4][CH2:5][C:6]#[CH:7])[CH3:3].S(Cl)([Cl:17])=O. Product: [Cl:17][CH2:13][C:10]1[CH:9]=[C:8]([C:2]([CH3:3])([O:4][CH2:5][C:6]#[CH:7])[CH3:1])[O:12][N:11]=1. The catalyst class is: 4. (8) Reactant: [OH:1][CH:2]1[CH2:5][N:4]([C:6]2[O:7][CH:8]=[C:9]([C:11](=[O:31])[NH:12][C@H:13]3[CH2:17][CH2:16][N:15]([C:18]([O:20][CH2:21][C:22]4[CH:27]=[CH:26][C:25]([N+:28]([O-:30])=[O:29])=[CH:24][CH:23]=4)=[O:19])[CH2:14]3)[N:10]=2)[CH2:3]1.[CH3:32][S:33](Cl)(=[O:35])=[O:34].C(N(CC)CC)C. Product: [CH3:32][S:33]([O:1][CH:2]1[CH2:3][N:4]([C:6]2[O:7][CH:8]=[C:9]([C:11](=[O:31])[NH:12][C@H:13]3[CH2:17][CH2:16][N:15]([C:18]([O:20][CH2:21][C:22]4[CH:27]=[CH:26][C:25]([N+:28]([O-:30])=[O:29])=[CH:24][CH:23]=4)=[O:19])[CH2:14]3)[N:10]=2)[CH2:5]1)(=[O:35])=[O:34]. The catalyst class is: 2. (9) Reactant: [NH:1]1[CH2:6][CH2:5][CH:4]([C:7]2[C:11]3=[C:12]4[CH:18]=[CH:17][NH:16][C:13]4=[N:14][CH:15]=[C:10]3[NH:9][N:8]=2)[CH2:3][CH2:2]1.[CH:19]1([S:22](Cl)(=[O:24])=[O:23])[CH2:21][CH2:20]1.CO. Product: [CH:19]1([S:22]([N:1]2[CH2:6][CH2:5][CH:4]([C:7]3[C:11]4=[C:12]5[CH:18]=[CH:17][NH:16][C:13]5=[N:14][CH:15]=[C:10]4[NH:9][N:8]=3)[CH2:3][CH2:2]2)(=[O:24])=[O:23])[CH2:21][CH2:20]1. The catalyst class is: 17.